Dataset: Catalyst prediction with 721,799 reactions and 888 catalyst types from USPTO. Task: Predict which catalyst facilitates the given reaction. (1) Reactant: [CH:1]([CH:3]1[CH2:8][CH2:7][N:6]([C:9]([O:11][C:12]([CH3:15])([CH3:14])[CH3:13])=[O:10])[CH2:5][CH2:4]1)=O.[CH:16]([C:18]([CH3:20])=[O:19])=[CH2:17].[OH-].[K+]. Product: [O:19]=[C:18]1[CH2:16][CH2:17][C:3]2([CH2:8][CH2:7][N:6]([C:9]([O:11][C:12]([CH3:15])([CH3:14])[CH3:13])=[O:10])[CH2:5][CH2:4]2)[CH:1]=[CH:20]1. The catalyst class is: 219. (2) Reactant: [CH:1]12[NH:8][CH:5]([CH2:6][CH2:7]1)[CH2:4][CH:3]([N:9]1[C:13]3[CH:14]=[CH:15][C:16]([F:18])=[CH:17][C:12]=3[N:11]=[C:10]1[CH:19]1[CH2:21][CH2:20]1)[CH2:2]2.Br[CH2:23][CH2:24][CH2:25][S:26][C:27]1[CH:32]=[CH:31][C:30]([F:33])=[CH:29][CH:28]=1.C([O-])([O-])=O.[K+].[K+]. The catalyst class is: 18. Product: [CH:19]1([C:10]2[N:9]([CH:3]3[CH2:2][CH:1]4[N:8]([CH2:23][CH2:24][CH2:25][S:26][C:27]5[CH:32]=[CH:31][C:30]([F:33])=[CH:29][CH:28]=5)[CH:5]([CH2:6][CH2:7]4)[CH2:4]3)[C:13]3[CH:14]=[CH:15][C:16]([F:18])=[CH:17][C:12]=3[N:11]=2)[CH2:21][CH2:20]1.